This data is from NCI-60 drug combinations with 297,098 pairs across 59 cell lines. The task is: Regression. Given two drug SMILES strings and cell line genomic features, predict the synergy score measuring deviation from expected non-interaction effect. (1) Drug 1: CCN(CC)CCNC(=O)C1=C(NC(=C1C)C=C2C3=C(C=CC(=C3)F)NC2=O)C. Drug 2: C1CN1C2=NC(=NC(=N2)N3CC3)N4CC4. Cell line: SW-620. Synergy scores: CSS=41.9, Synergy_ZIP=-2.94, Synergy_Bliss=2.24, Synergy_Loewe=-11.8, Synergy_HSA=5.92. (2) Drug 1: CC1=C(C(=CC=C1)Cl)NC(=O)C2=CN=C(S2)NC3=CC(=NC(=N3)C)N4CCN(CC4)CCO. Drug 2: C(CC(=O)O)C(=O)CN.Cl. Cell line: BT-549. Synergy scores: CSS=6.81, Synergy_ZIP=0.557, Synergy_Bliss=3.42, Synergy_Loewe=-0.190, Synergy_HSA=1.81. (3) Drug 1: C1=CC(=CC=C1CCC2=CNC3=C2C(=O)NC(=N3)N)C(=O)NC(CCC(=O)O)C(=O)O. Drug 2: C#CCC(CC1=CN=C2C(=N1)C(=NC(=N2)N)N)C3=CC=C(C=C3)C(=O)NC(CCC(=O)O)C(=O)O. Cell line: SNB-75. Synergy scores: CSS=26.6, Synergy_ZIP=-2.28, Synergy_Bliss=-0.165, Synergy_Loewe=0.00848, Synergy_HSA=0.0758. (4) Synergy scores: CSS=35.6, Synergy_ZIP=-14.7, Synergy_Bliss=-4.61, Synergy_Loewe=-12.6, Synergy_HSA=-1.69. Drug 1: C1=C(C(=O)NC(=O)N1)N(CCCl)CCCl. Drug 2: C1=NC2=C(N=C(N=C2N1C3C(C(C(O3)CO)O)F)Cl)N. Cell line: SF-268. (5) Drug 1: C1=NC2=C(N1)C(=S)N=CN2. Drug 2: C(CN)CNCCSP(=O)(O)O. Cell line: 786-0. Synergy scores: CSS=38.5, Synergy_ZIP=-0.571, Synergy_Bliss=-1.32, Synergy_Loewe=-60.7, Synergy_HSA=-2.68.